From a dataset of Reaction yield outcomes from USPTO patents with 853,638 reactions. Predict the reaction yield, written as a fraction of the theoretical maximum amount of product (1.0 means a 100% yield; for example, 0.34 means a 34% yield). The reactants are C([O:5][C:6](=[O:38])[C:7]1[CH:12]=[CH:11][C:10]([NH:13][C:14]([C:16]2[CH:25]=[C:24]3[C:19]([O:20][CH2:21][CH2:22][N:23]3[S:26]([C:29]3[CH:34]=[C:33]([Cl:35])[CH:32]=[CH:31][C:30]=3[O:36][CH3:37])(=[O:28])=[O:27])=[N:18][CH:17]=2)=[O:15])=[CH:9][CH:8]=1)(C)(C)C. The catalyst is Cl. The product is [Cl:35][C:33]1[CH:32]=[CH:31][C:30]([O:36][CH3:37])=[C:29]([S:26]([N:23]2[C:24]3[C:19](=[N:18][CH:17]=[C:16]([C:14]([NH:13][C:10]4[CH:11]=[CH:12][C:7]([C:6]([OH:38])=[O:5])=[CH:8][CH:9]=4)=[O:15])[CH:25]=3)[O:20][CH2:21][CH2:22]2)(=[O:28])=[O:27])[CH:34]=1. The yield is 0.860.